The task is: Predict the reactants needed to synthesize the given product.. This data is from Full USPTO retrosynthesis dataset with 1.9M reactions from patents (1976-2016). (1) The reactants are: Cl[C:2]1[CH:7]=[C:6]([C:8]([F:11])([F:10])[F:9])[N:5]=[C:4]([C:12]2[CH:13]=[N:14][CH:15]=[CH:16][CH:17]=2)[N:3]=1.[OH:18][C:19]1[CH:20]=[CH:21][C:22]([N+:26]([O-:28])=[O:27])=[C:23]([CH:25]=1)[NH2:24].[OH-].[Na+]. Given the product [OH:18][C:19]1[CH:20]=[CH:21][C:22]([N+:26]([O-:28])=[O:27])=[C:23]([CH:25]=1)[NH:24][C:2]1[CH:7]=[C:6]([C:8]([F:11])([F:10])[F:9])[N:5]=[C:4]([C:12]2[CH:13]=[N:14][CH:15]=[CH:16][CH:17]=2)[N:3]=1, predict the reactants needed to synthesize it. (2) Given the product [F:1][C:2]1[C:7]([F:8])=[CH:6][CH:5]=[CH:4][C:3]=1[C@@H:9]1[CH2:19][C@@H:18]([OH:29])[C@@H:25]([OH:24])[C:26]2=[N:21][CH:22]=[CH:23][CH:16]=[C:11]2[CH2:10]1, predict the reactants needed to synthesize it. The reactants are: [F:1][C:2]1[C:7]([F:8])=[CH:6][CH:5]=[CH:4][C:3]=1[C@@H:9]1[CH2:19][CH:18]=CC2=NC=C[CH:16]=[C:11]2[CH2:10]1.C[N+:21]1([O-])[CH2:26][CH2:25][O:24][CH2:23][CH2:22]1.S(=O)(=O)(O)[O-:29].[Na+]. (3) Given the product [CH:1]1([C:4]2[C:14]3[CH2:13][CH2:12][N:11]([C:15]([O:17][C:18]([CH3:21])([CH3:20])[CH3:19])=[O:16])[CH2:10][CH2:9][C:8]=3[CH:7]=[C:6]3[O:22][CH2:23][CH2:24][N:25]([CH2:26][C@@H:27]([O:40][CH3:41])[CH2:28][F:42])[C:5]=23)[CH2:3][CH2:2]1, predict the reactants needed to synthesize it. The reactants are: [CH:1]1([C:4]2[C:14]3[CH2:13][CH2:12][N:11]([C:15]([O:17][C:18]([CH3:21])([CH3:20])[CH3:19])=[O:16])[CH2:10][CH2:9][C:8]=3[CH:7]=[C:6]3[O:22][CH2:23][CH2:24][N:25]([CH2:26][C@@H:27]([O:40][CH3:41])[CH2:28]OS(C4C=CC(C)=CC=4)(=O)=O)[C:5]=23)[CH2:3][CH2:2]1.[F-:42].C([NH3+])(C)(C)C.C(=O)([O-])O.[Na+]. (4) The reactants are: [NH2:1][C:2]1[CH:10]=[CH:9][CH:8]=[C:4]([C:5]([OH:7])=O)[C:3]=1[C:11]([OH:13])=O.[NH2:14][CH:15]1[CH2:20][CH2:19][CH2:18][NH:17][C:16]1=[O:21]. Given the product [NH2:1][C:2]1[CH:10]=[CH:9][CH:8]=[C:4]2[C:3]=1[C:11](=[O:13])[N:14]([CH:15]1[CH2:20][CH2:19][CH2:18][NH:17][C:16]1=[O:21])[C:5]2=[O:7], predict the reactants needed to synthesize it. (5) Given the product [C:18](=[N:31][C:2]1[CH:3]=[C:4]([C:9]2([CH2:16][F:17])[NH:14][C:13](=[O:15])[CH2:12][O:11][CH2:10]2)[C:5]([Cl:8])=[N:6][CH:7]=1)([C:25]1[CH:26]=[CH:27][CH:28]=[CH:29][CH:30]=1)[C:19]1[CH:24]=[CH:23][CH:22]=[CH:21][CH:20]=1, predict the reactants needed to synthesize it. The reactants are: Br[C:2]1[CH:3]=[C:4]([C:9]2([CH2:16][F:17])[NH:14][C:13](=[O:15])[CH2:12][O:11][CH2:10]2)[C:5]([Cl:8])=[N:6][CH:7]=1.[C:18](=[NH:31])([C:25]1[CH:30]=[CH:29][CH:28]=[CH:27][CH:26]=1)[C:19]1[CH:24]=[CH:23][CH:22]=[CH:21][CH:20]=1.C([O-])([O-])=O.[Cs+].[Cs+].CC1(C)C2C(=C(P(C3C=CC=CC=3)C3C=CC=CC=3)C=CC=2)OC2C(P(C3C=CC=CC=3)C3C=CC=CC=3)=CC=CC1=2. (6) Given the product [CH2:1]([C:5]([CH2:10][CH:11]([CH3:13])[CH3:12])([CH2:6][O:7][CH3:14])[CH2:8][OH:9])[CH:2]([CH3:4])[CH3:3], predict the reactants needed to synthesize it. The reactants are: [CH2:1]([C:5]([CH2:10][CH:11]([CH3:13])[CH3:12])([CH2:8][OH:9])[CH2:6][OH:7])[CH:2]([CH3:4])[CH3:3].[CH3:14]I.